This data is from Catalyst prediction with 721,799 reactions and 888 catalyst types from USPTO. The task is: Predict which catalyst facilitates the given reaction. (1) Reactant: [Br:1][C:2]1[CH:11]=[CH:10][C:5]([C:6]([O:8]C)=O)=[C:4]([CH2:12]Br)[CH:3]=1.[CH3:14][O:15][C:16]1[CH:21]=[C:20]([O:22][CH3:23])[CH:19]=[CH:18][C:17]=1[CH2:24][NH2:25].C(N(CC)CC)C. Product: [Br:1][C:2]1[CH:3]=[C:4]2[C:5](=[CH:10][CH:11]=1)[C:6](=[O:8])[N:25]([CH2:24][C:17]1[CH:18]=[CH:19][C:20]([O:22][CH3:23])=[CH:21][C:16]=1[O:15][CH3:14])[CH2:12]2. The catalyst class is: 1. (2) Reactant: [CH3:1][N:2]([C:8]1[CH:13]=[CH:12][C:11]([N+:14]([O-:16])=[O:15])=[CH:10][CH:9]=1)[C@H:3]1[CH2:7][CH2:6][NH:5][CH2:4]1.[C:17](Cl)(=[O:19])[CH3:18]. Product: [CH3:1][N:2]([C:8]1[CH:13]=[CH:12][C:11]([N+:14]([O-:16])=[O:15])=[CH:10][CH:9]=1)[C@H:3]1[CH2:7][CH2:6][N:5]([C:17](=[O:19])[CH3:18])[CH2:4]1. The catalyst class is: 2. (3) Reactant: [N+:1]([C:4]1[CH:5]=[C:6]([C:10]2[N:11]=[CH:12][NH:13][CH:14]=2)[CH:7]=[CH:8][CH:9]=1)([O-:3])=[O:2].N1C=CC=CC=1.Cl[C:22]([O:24][C:25]1[CH:30]=[CH:29][CH:28]=[CH:27][CH:26]=1)=[O:23]. Product: [N+:1]([C:4]1[CH:5]=[C:6]([C:10]2[N:11]=[CH:12][N:13]([C:22]([O:24][C:25]3[CH:30]=[CH:29][CH:28]=[CH:27][CH:26]=3)=[O:23])[CH:14]=2)[CH:7]=[CH:8][CH:9]=1)([O-:3])=[O:2]. The catalyst class is: 4.